This data is from Reaction yield outcomes from USPTO patents with 853,638 reactions. The task is: Predict the reaction yield, written as a fraction of the theoretical maximum amount of product (1.0 means a 100% yield; for example, 0.34 means a 34% yield). (1) The reactants are [CH:1]([N:4]1[C:8]([C:9]2[N:18]=[C:17]3[N:11]([CH2:12][CH2:13][O:14][C:15]4[CH:22]=[C:21](B5OC(C)(C)C(C)(C)O5)[CH:20]=[CH:19][C:16]=43)[CH:10]=2)=[N:7][CH:6]=[N:5]1)([CH3:3])[CH3:2].[CH3:32][O:33][C:34]([CH:36]1[CH:41](OS(C(F)(F)F)(=O)=O)[CH2:40][CH2:39][N:38]([C:50]([O:52][C:53]([CH3:56])([CH3:55])[CH3:54])=[O:51])[CH2:37]1)=[O:35].C([O-])(=O)C.[K+]. The catalyst is C1C=CC(P(C2C=CC=CC=2)[C-]2C=CC=C2)=CC=1.C1C=CC(P(C2C=CC=CC=2)[C-]2C=CC=C2)=CC=1.Cl[Pd]Cl.[Fe+2].C(Cl)Cl.O. The product is [CH3:32][O:33][C:34]([C:36]1[CH2:37][N:38]([C:50]([O:52][C:53]([CH3:56])([CH3:55])[CH3:54])=[O:51])[CH2:39][CH2:40][C:41]=1[C:21]1[CH:20]=[CH:19][C:16]2[C:17]3[N:11]([CH2:12][CH2:13][O:14][C:15]=2[CH:22]=1)[CH:10]=[C:9]([C:8]1[N:4]([CH:1]([CH3:3])[CH3:2])[N:5]=[CH:6][N:7]=1)[N:18]=3)=[O:35]. The yield is 0.910. (2) The reactants are [Cl:1][C:2]1[CH:7]=[CH:6][C:5]([NH:8][CH:9]=O)=[CH:4][CH:3]=1.[H-].[Na+].[Cl:13][C:14]1[N:22]=[C:21]2[C:17]([N:18]=[CH:19][N:20]2[CH3:23])=C(Cl)[N:15]=1.O. The catalyst is CN(C)C=O. The product is [Cl:13][C:14]1[N:22]=[C:21]2[C:17]([N:18]=[CH:19][N:20]2[CH3:23])=[C:9]([NH:8][C:5]2[CH:6]=[CH:7][C:2]([Cl:1])=[CH:3][CH:4]=2)[N:15]=1. The yield is 0.830. (3) The reactants are [N+:1]([O-:4])(O)=[O:2].[NH:5]1[C:14]2[C:9](=[CH:10][CH:11]=[CH:12][CH:13]=2)[CH2:8][CH2:7][C:6]1=[O:15]. The catalyst is S(=O)(=O)(O)O. The product is [N+:1]([C:11]1[CH:10]=[C:9]2[C:14](=[CH:13][CH:12]=1)[NH:5][C:6](=[O:15])[CH2:7][CH2:8]2)([O-:4])=[O:2]. The yield is 0.306. (4) The reactants are Cl[C:2]1[C:3]2[CH2:12][CH2:11][N:10]([C:13]([O:15][C:16]([CH3:19])([CH3:18])[CH3:17])=[O:14])[CH2:9][C:4]=2[N:5]=[C:6]([CH3:8])[N:7]=1.[O:20]1[CH2:25][CH2:24][CH2:23][CH2:22][CH:21]1[N:26]1[C:30](B2OC(C)(C)C(C)(C)O2)=[CH:29][CH:28]=[N:27]1.C([O-])([O-])=O.[Na+].[Na+]. The catalyst is O1CCOCC1.C1C=CC([P]([Pd]([P](C2C=CC=CC=2)(C2C=CC=CC=2)C2C=CC=CC=2)([P](C2C=CC=CC=2)(C2C=CC=CC=2)C2C=CC=CC=2)[P](C2C=CC=CC=2)(C2C=CC=CC=2)C2C=CC=CC=2)(C2C=CC=CC=2)C2C=CC=CC=2)=CC=1. The product is [CH3:8][C:6]1[N:7]=[C:2]([C:30]2[N:26]([CH:21]3[CH2:22][CH2:23][CH2:24][CH2:25][O:20]3)[N:27]=[CH:28][CH:29]=2)[C:3]2[CH2:12][CH2:11][N:10]([C:13]([O:15][C:16]([CH3:19])([CH3:18])[CH3:17])=[O:14])[CH2:9][C:4]=2[N:5]=1. The yield is 0.920. (5) The reactants are [S:1]1[CH:5]=[CH:4][C:3]2[CH:6]=[CH:7][CH:8]=[C:9]([C:10]3[CH:15]=[CH:14][N:13]=[C:12]([Cl:16])[CH:11]=3)[C:2]1=2.C(OB(OC(C)C)OC(C)C)(C)C.C([N-]C(C)C)(C)C.[Li+].[Cl:38][C:39]1[N:44]=[C:43](Cl)[CH:42]=[CH:41][N:40]=1.ClCCl.C(=O)([O-])[O-].[Na+].[Na+]. The catalyst is C1COCC1.C(Cl)(Cl)Cl.C(O)(C)C.O. The product is [Cl:38][C:39]1[N:44]=[C:43]([C:5]2[S:1][C:2]3[C:9]([C:10]4[CH:15]=[CH:14][N:13]=[C:12]([Cl:16])[CH:11]=4)=[CH:8][CH:7]=[CH:6][C:3]=3[CH:4]=2)[CH:42]=[CH:41][N:40]=1. The yield is 0.680. (6) The reactants are F[C:2]1[CH:7]=[C:6]([C:8]2[CH:13]=[C:12]([NH:14][CH2:15][C@H:16]([OH:23])[C:17]3[CH:22]=[CH:21][CH:20]=[CH:19][CH:18]=3)[N:11]=[CH:10][N:9]=2)[CH:5]=[CH:4][C:3]=1[C:24](=O)[CH3:25].Cl.[NH2:28][OH:29].[OH-].[K+].C(O)(C)C. The catalyst is O. The product is [CH3:25][C:24]1[C:3]2[CH:4]=[CH:5][C:6]([C:8]3[N:9]=[CH:10][N:11]=[C:12]([NH:14][CH2:15][C@@H:16]([C:17]4[CH:22]=[CH:21][CH:20]=[CH:19][CH:18]=4)[OH:23])[CH:13]=3)=[CH:7][C:2]=2[O:29][N:28]=1. The yield is 0.280. (7) The reactants are Br[C:2]1[CH:3]=[C:4]2[CH2:10][C:9](=[O:11])[N:8]([CH2:12][O:13][CH2:14][CH2:15][Si:16]([CH3:19])([CH3:18])[CH3:17])[C:5]2=[N:6][CH:7]=1.[CH3:20][O:21][C:22]1[CH:23]=[C:24](B(O)O)[CH:25]=[C:26]([O:30][CH3:31])[C:27]=1[O:28][CH3:29].C([O-])([O-])=O.[Na+].[Na+]. The catalyst is CC#N.Cl[Pd](Cl)([P](C1C=CC=CC=1)(C1C=CC=CC=1)C1C=CC=CC=1)[P](C1C=CC=CC=1)(C1C=CC=CC=1)C1C=CC=CC=1. The product is [CH3:31][O:30][C:26]1[CH:25]=[C:24]([C:2]2[CH:3]=[C:4]3[CH2:10][C:9](=[O:11])[N:8]([CH2:12][O:13][CH2:14][CH2:15][Si:16]([CH3:19])([CH3:18])[CH3:17])[C:5]3=[N:6][CH:7]=2)[CH:23]=[C:22]([O:21][CH3:20])[C:27]=1[O:28][CH3:29]. The yield is 0.600. (8) The reactants are [CH3:1][N:2]1[C:10]([CH2:11][CH2:12][CH2:13][C:14]([OH:16])=O)=[N:9][C:8]2[CH:7]=[C:6]([N:17]([CH2:21][CH2:22][Cl:23])[CH2:18][CH2:19][Cl:20])[CH:5]=[CH:4][C:3]1=2.Cl.CN(C(ON1N=NC2C=CC=NC1=2)=[N+](C)C)C.F[P-](F)(F)(F)(F)F.C(N(CC)C(C)C)(C)C.[CH2:58]([NH2:76])[CH2:59][CH2:60][CH2:61][CH2:62][CH2:63][CH2:64][CH2:65][CH2:66][CH2:67][CH2:68][CH2:69][CH2:70][CH2:71][CH2:72][CH2:73][CH2:74][CH3:75]. The catalyst is CN(C)C=O. The product is [Cl:20][CH2:19][CH2:18][N:17]([CH2:21][CH2:22][Cl:23])[C:6]1[CH:5]=[CH:4][C:3]2[N:2]([CH3:1])[C:10]([CH2:11][CH2:12][CH2:13][C:14]([NH:76][CH2:58][CH2:59][CH2:60][CH2:61][CH2:62][CH2:63][CH2:64][CH2:65][CH2:66][CH2:67][CH2:68][CH2:69][CH2:70][CH2:71][CH2:72][CH2:73][CH2:74][CH3:75])=[O:16])=[N:9][C:8]=2[CH:7]=1. The yield is 0.330.